This data is from Reaction yield outcomes from USPTO patents with 853,638 reactions. The task is: Predict the reaction yield, written as a fraction of the theoretical maximum amount of product (1.0 means a 100% yield; for example, 0.34 means a 34% yield). (1) The reactants are [Cl:1][C:2]1[CH:9]=[CH:8][C:5]([CH2:6][OH:7])=[CH:4][CH:3]=1.[H-].[Na+].[N+]([C:15]1[CH:20]=[CH:19][N+:18]([O-:21])=[CH:17][CH:16]=1)([O-])=O.C(=O)([O-])O.[Na+]. The catalyst is CN(C=O)C. The product is [Cl:1][C:2]1[CH:9]=[CH:8][C:5]([CH2:6][O:7][C:15]2[CH:20]=[CH:19][N+:18]([O-:21])=[CH:17][CH:16]=2)=[CH:4][CH:3]=1. The yield is 0.840. (2) The reactants are [F:1][C:2]([F:33])([F:32])[CH2:3][S:4]([NH:7][C:8]([C:11]1[CH:16]=[CH:15][CH:14]=[C:13]([C:17]2[N:21]([CH3:22])[N:20]=[C:19]([CH2:23][NH:24][C:25]3[CH:30]=[CH:29][C:28]([F:31])=[CH:27][CH:26]=3)[CH:18]=2)[CH:12]=1)([CH3:10])[CH3:9])(=[O:6])=[O:5].[CH:34](=O)[CH3:35]. The catalyst is CC#N.CC(O)=O. The product is [F:33][C:2]([F:1])([F:32])[CH2:3][S:4]([NH:7][C:8]([C:11]1[CH:16]=[CH:15][CH:14]=[C:13]([C:17]2[N:21]([CH3:22])[N:20]=[C:19]([CH2:23][N:24]([CH2:34][CH3:35])[C:25]3[CH:26]=[CH:27][C:28]([F:31])=[CH:29][CH:30]=3)[CH:18]=2)[CH:12]=1)([CH3:9])[CH3:10])(=[O:6])=[O:5]. The yield is 0.120. (3) The reactants are Br[C:2]1[CH:3]=[C:4]([S:8]([C:11]2[N:15]([C:16]3[CH:21]=[C:20]([F:22])[CH:19]=[CH:18][C:17]=3[F:23])[N:14]=[C:13]([CH2:24][N:25]([CH3:33])[C:26](=[O:32])[O:27][C:28]([CH3:31])([CH3:30])[CH3:29])[CH:12]=2)(=[O:10])=[O:9])[CH:5]=[CH:6][CH:7]=1.O.[CH3:35][N:36](C)C=O. The catalyst is [C-]#N.[Zn+2].[C-]#N.[Pd].C1(P(C2C=CC=CC=2)C2C=CC=CC=2)C=CC=CC=1.C1(P(C2C=CC=CC=2)C2C=CC=CC=2)C=CC=CC=1.C1(P(C2C=CC=CC=2)C2C=CC=CC=2)C=CC=CC=1.C1(P(C2C=CC=CC=2)C2C=CC=CC=2)C=CC=CC=1. The product is [C:35]([C:2]1[CH:3]=[C:4]([S:8]([C:11]2[N:15]([C:16]3[CH:21]=[C:20]([F:22])[CH:19]=[CH:18][C:17]=3[F:23])[N:14]=[C:13]([CH2:24][N:25]([CH3:33])[C:26](=[O:32])[O:27][C:28]([CH3:30])([CH3:29])[CH3:31])[CH:12]=2)(=[O:10])=[O:9])[CH:5]=[CH:6][CH:7]=1)#[N:36]. The yield is 0.880. (4) The reactants are O=[N+:2](O)[C:3]1[CH:8]=[CH:7][C:6]([O:9][CH:10]2[CH2:14][CH2:13][O:12][CH2:11]2)=[CH:5][CH:4]=1. The catalyst is C(O)(=O)C.[Zn]. The product is [O:12]1[CH2:13][CH2:14][CH:10]([O:9][C:6]2[CH:5]=[CH:4][C:3]([NH2:2])=[CH:8][CH:7]=2)[CH2:11]1. The yield is 0.930.